Predict the product of the given reaction. From a dataset of Forward reaction prediction with 1.9M reactions from USPTO patents (1976-2016). (1) Given the reactants [CH3:1][C:2]1[N:10]([C:11]([C:13]2[CH:14]=[CH:15][C:16]([Cl:19])=[CH:17][CH:18]=2)=[O:12])[C:9]2[CH:8]=[CH:7][C:6]([O:20][CH3:21])=[CH:5][C:4]=2[C:3]=1[CH2:22][C:23]([OH:25])=[O:24].[CH:35]1(N=C=N[CH:35]2[CH2:40][CH2:39][CH2:38][CH2:37][CH2:36]2)[CH2:40][CH2:39][CH2:38][CH2:37][CH2:36]1.ON1C2C=CC=CC=2N=N1.[C:51]1([OH:57])C=CC=C[CH:52]=1, predict the reaction product. The product is: [OH:57][CH2:51][CH2:52][C:35]1[CH:36]=[CH:37][C:38]([O:24][C:23](=[O:25])[CH2:22][C:3]2[C:4]3[C:9](=[CH:8][CH:7]=[C:6]([O:20][CH3:21])[CH:5]=3)[N:10]([C:11](=[O:12])[C:13]3[CH:14]=[CH:15][C:16]([Cl:19])=[CH:17][CH:18]=3)[C:2]=2[CH3:1])=[CH:39][CH:40]=1. (2) Given the reactants Br[C:2]1[C:3]([F:23])=[CH:4][C:5]2[CH:11]3[CH2:12][CH:9]([CH2:10]3)[N:8]3[C:13]([CH:19]4[CH2:21][CH2:20]4)=[C:14]([C:16]([NH2:18])=[O:17])[N:15]=[C:7]3[C:6]=2[CH:22]=1.[CH3:24][O:25][CH2:26][C:27]([CH3:31])([OH:30])[C:28]#[CH:29], predict the reaction product. The product is: [CH:19]1([C:13]2[N:8]3[CH:9]4[CH2:10][CH:11]([C:5]5[CH:4]=[C:3]([F:23])[C:2]([C:29]#[C:28][C:27]([OH:30])([CH3:31])[CH2:26][O:25][CH3:24])=[CH:22][C:6]=5[C:7]3=[N:15][C:14]=2[C:16]([NH2:18])=[O:17])[CH2:12]4)[CH2:20][CH2:21]1.